Dataset: Full USPTO retrosynthesis dataset with 1.9M reactions from patents (1976-2016). Task: Predict the reactants needed to synthesize the given product. (1) Given the product [CH3:1][C:2]1[CH:3]=[CH:4][C:5]([C:8]2[CH:13]=[C:12]([O:14][C:15]3[CH:20]=[CH:19][CH:18]=[CH:17][N:16]=3)[CH:11]=[C:10]([C:21]([NH:35][C@@H:33]([C:30]3[CH:31]=[N:32][C:27]([CH3:26])=[CH:28][CH:29]=3)[CH3:34])=[O:22])[CH:9]=2)=[CH:6][CH:7]=1, predict the reactants needed to synthesize it. The reactants are: [CH3:1][C:2]1[CH:7]=[CH:6][C:5]([C:8]2[CH:13]=[C:12]([O:14][C:15]3[CH:20]=[CH:19][CH:18]=[CH:17][N:16]=3)[CH:11]=[C:10]([C:21](O)=[O:22])[CH:9]=2)=[CH:4][CH:3]=1.Cl.Cl.[CH3:26][C:27]1[N:32]=[CH:31][C:30]([C@H:33]([NH2:35])[CH3:34])=[CH:29][CH:28]=1.F[P-](F)(F)(F)(F)F.C[N+](C)=C(N(C)C)ON1C2N=CC=CC=2N=N1.C(N(CC)C(C)C)(C)C. (2) Given the product [CH3:18][O:17][C:16]1[CH:15]=[CH:14][CH:13]=[C:12]([O:19][CH3:20])[C:11]=1[CH:2]1[N:1]([CH2:30][C:29]2[CH:32]=[CH:33][N:34]=[C:27]([C:21]3[CH:22]=[CH:23][CH:24]=[CH:25][CH:26]=3)[CH:28]=2)[C:5](=[O:7])[CH:4]([CH3:10])[CH2:3]1, predict the reactants needed to synthesize it. The reactants are: [NH2:1][CH:2]([C:11]1[C:16]([O:17][CH3:18])=[CH:15][CH:14]=[CH:13][C:12]=1[O:19][CH3:20])[CH2:3][CH:4]([CH3:10])[C:5]([O:7]CC)=O.[C:21]1([C:27]2[CH:28]=[C:29]([CH:32]=[CH:33][N:34]=2)[CH:30]=O)[CH:26]=[CH:25][CH:24]=[CH:23][CH:22]=1. (3) Given the product [F:21][C:22]1[CH:23]=[CH:24][C:25]([NH:28][NH:9][C:8]([N:3]2[CH2:4][CH2:5][O:6][CH2:7][C@@H:2]2[CH3:1])=[O:10])=[N:26][CH:27]=1, predict the reactants needed to synthesize it. The reactants are: [CH3:1][C@H:2]1[CH2:7][O:6][CH2:5][CH2:4][NH:3]1.[C:8](Cl)(=[O:10])[NH2:9].CCN(C(C)C)C(C)C.[F:21][C:22]1[CH:23]=[CH:24][C:25]([NH:28]N)=[N:26][CH:27]=1. (4) Given the product [F:38][C:2]([F:1])([C:30]1[C:35]([F:36])=[CH:34][C:33]([CH3:37])=[CH:32][N:31]=1)[CH2:3][N:4]1[CH2:9][CH2:8][CH:7]([NH:10][C:11]2[C:12]3[CH:42]=[CH:41][NH:17][C:13]=3[N:14]=[CH:15][N:16]=2)[CH2:6][CH2:5]1, predict the reactants needed to synthesize it. The reactants are: [F:1][C:2]([F:38])([C:30]1[C:35]([F:36])=[CH:34][C:33]([CH3:37])=[CH:32][N:31]=1)[CH2:3][N:4]1[CH2:9][CH2:8][CH:7]([NH:10][C:11]2[N:16]=[CH:15][N:14]=[C:13]3[N:17](S(C4C=CC(C)=CC=4)(=O)=O)N=C[C:12]=23)[CH2:6][CH2:5]1.[OH-].[Na+].[CH2:41]1COC[CH2:42]1. (5) Given the product [Br:1][C:2]1[CH:7]=[CH:6][C:5]([Cl:8])=[CH:4][C:3]=1[C:15]#[C:14][C:13]([O:12][CH2:10][CH3:11])=[O:16], predict the reactants needed to synthesize it. The reactants are: [Br:1][C:2]1[CH:7]=[CH:6][C:5]([Cl:8])=[CH:4][C:3]=1I.[CH2:10]([O:12][C:13](OCC)([O:16]CC)[C:14]#[CH:15])[CH3:11]. (6) Given the product [Br:50][C:51]1[CH:52]=[C:53]2[C:58](=[C:59]([O:36][CH:37]3[CH2:38][CH2:39][N:40]([C:43]([O:45][C:46]([CH3:49])([CH3:48])[CH3:47])=[O:44])[CH2:41][CH2:42]3)[CH:60]=1)[N:57]=[C:56]([Cl:62])[N:55]=[CH:54]2, predict the reactants needed to synthesize it. The reactants are: C1(P(C2C=CC=CC=2)C2C=CC=CC=2)C=CC=CC=1.CC(OC(/N=N/C(OC(C)(C)C)=O)=O)(C)C.[OH:36][CH:37]1[CH2:42][CH2:41][N:40]([C:43]([O:45][C:46]([CH3:49])([CH3:48])[CH3:47])=[O:44])[CH2:39][CH2:38]1.[Br:50][C:51]1[CH:52]=[C:53]2[C:58](=[C:59](O)[CH:60]=1)[N:57]=[C:56]([Cl:62])[N:55]=[CH:54]2. (7) Given the product [F:27][C:28]([F:43])([F:42])[C:29]1[CH:30]=[C:31]([C:32]([N:8]2[CH2:13][CH2:12][C@H:11]([N:21]3[CH2:26][CH2:25][S:24][CH2:23][CH2:22]3)[C@H:10]([C:15]3[CH:20]=[CH:19][CH:18]=[CH:17][CH:16]=3)[CH2:9]2)=[O:33])[CH:35]=[C:36]([C:38]([F:41])([F:40])[F:39])[CH:37]=1, predict the reactants needed to synthesize it. The reactants are: C([N:8]1[CH2:13][CH2:12][C:11](=O)[CH:10]([C:15]2[CH:20]=[CH:19][CH:18]=[CH:17][CH:16]=2)[CH2:9]1)C1C=CC=CC=1.[NH:21]1[CH2:26][CH2:25][S:24][CH2:23][CH2:22]1.[F:27][C:28]([F:43])([F:42])[C:29]1[CH:30]=[C:31]([CH:35]=[C:36]([C:38]([F:41])([F:40])[F:39])[CH:37]=1)[C:32](Cl)=[O:33]. (8) Given the product [CH:26]1([CH2:27][CH2:28][CH2:29][O:22][C:17]2[CH:18]=[C:19]3[C:14](=[CH:15][CH:16]=2)[C:13]2=[CH:23][C:9]([O:8][CH2:7][C@@H:2]4[CH2:3][O:4][CH2:5][CH2:6][O:1]4)=[N:10][C:11](=[O:24])[N:12]2[CH2:21][CH2:20]3)[CH2:31][CH2:32]1, predict the reactants needed to synthesize it. The reactants are: [O:1]1[CH2:6][CH2:5][O:4][CH2:3][C@H:2]1[CH2:7][O:8][C:9]1[CH:23]=[C:13]2[C:14]3[C:19]([CH2:20][CH2:21][N:12]2[C:11](=[O:24])[N:10]=1)=[CH:18][C:17]([OH:22])=[CH:16][CH:15]=3.C[C:26]([CH3:32])([CH3:31])[CH2:27][CH2:28][CH2:29]O.C1C=CC(P(C2C=CC=CC=2)C2C=CC=CC=2)=CC=1.CC(OC(/N=N/C(OC(C)C)=O)=O)C. (9) Given the product [CH3:4][C@H:11]1[C@H:10]([CH2:7][CH2:8][CH3:9])[CH2:14][C:13](=[O:15])[CH2:12]1, predict the reactants needed to synthesize it. The reactants are: C[Mg]Cl.[CH3:4][Zn]C.[CH2:7]([C@@H:10]1[CH2:14][C:13](=[O:15])[CH:12]=[CH:11]1)[CH2:8][CH3:9]. (10) Given the product [NH2:5][C:6]([NH:8][CH2:9][C:10]1[CH:15]=[CH:14][C:13]([N:16]2[CH2:20][CH:19]([CH2:21][NH:22][C:23]([C:25]3[S:26][C:27]([Cl:30])=[CH:28][CH:29]=3)=[O:24])[O:18][C:17]2=[O:31])=[CH:12][CH:11]=1)=[O:7], predict the reactants needed to synthesize it. The reactants are: C[Si]([N:5]=[C:6]=[O:7])(C)C.[NH2:8][CH2:9][C:10]1[CH:15]=[CH:14][C:13]([N:16]2[CH2:20][CH:19]([CH2:21][NH:22][C:23]([C:25]3[S:26][C:27]([Cl:30])=[CH:28][CH:29]=3)=[O:24])[O:18][C:17]2=[O:31])=[CH:12][CH:11]=1.CCOCC.